Task: Predict the product of the given reaction.. Dataset: Forward reaction prediction with 1.9M reactions from USPTO patents (1976-2016) (1) Given the reactants [CH:1]1([C:5](Cl)=[O:6])[CH2:4][CH2:3][CH2:2]1.[Al+3].[Cl-].[Cl-].[Cl-].[CH3:12][S:13][C:14]1[CH:19]=[CH:18][CH:17]=[CH:16][CH:15]=1, predict the reaction product. The product is: [CH:1]1([C:5]([C:17]2[CH:18]=[CH:19][C:14]([S:13][CH3:12])=[CH:15][CH:16]=2)=[O:6])[CH2:4][CH2:3][CH2:2]1. (2) Given the reactants ClC1N=C(C2SC(C(C)C)=NC=2C2C=C(NS(C3C(F)=CC=CC=3F)(=O)=O)C=CC=2)C=CN=1.[Cl:34][C:35]1[N:40]=[C:39]([C:41]2[S:45][C:44]([CH:46]([CH3:48])[CH3:47])=[N:43][C:42]=2[C:49]2[CH:50]=[CH:51][C:52]([F:56])=[C:53]([CH:55]=2)[NH2:54])[CH:38]=[CH:37][N:36]=1.[F:57][C:58]1[CH:59]=[C:60]([S:64](Cl)(=[O:66])=[O:65])[CH:61]=[CH:62][CH:63]=1, predict the reaction product. The product is: [Cl:34][C:35]1[N:40]=[C:39]([C:41]2[S:45][C:44]([CH:46]([CH3:48])[CH3:47])=[N:43][C:42]=2[C:49]2[CH:50]=[CH:51][C:52]([F:56])=[C:53]([NH:54][S:64]([C:60]3[CH:61]=[CH:62][CH:63]=[C:58]([F:57])[CH:59]=3)(=[O:66])=[O:65])[CH:55]=2)[CH:38]=[CH:37][N:36]=1. (3) The product is: [SH:21][C:15]1[O:18][C:19]2[C:20]3[CH:10]=[CH:9][CH:8]=[CH:7][C:6]=3[CH:5]=[N:4][C:3]=2[N:12]=1. Given the reactants OC1C2[C:6](=[CH:7][CH:8]=[CH:9][CH:10]=2)[CH:5]=[N:4][C:3]=1[N+:12]([O-])=O.[C:15]([O:18][CH2:19][CH3:20])(=O)C.[S:21](S([O-])=O)([O-])=O.[Na+].[Na+], predict the reaction product. (4) Given the reactants [Br:1][C:2]1[C:3](=[O:8])[NH:4][CH:5]=[N:6][CH:7]=1.[C:9](=O)([O-])[O-].[K+].[K+].CI.O, predict the reaction product. The product is: [Br:1][C:2]1[C:3](=[O:8])[N:4]([CH3:9])[CH:5]=[N:6][CH:7]=1.